From a dataset of Forward reaction prediction with 1.9M reactions from USPTO patents (1976-2016). Predict the product of the given reaction. Given the reactants [N:1]1([C:9]2[N:14]=[C:13]([O:15][CH3:16])[C:12]([NH:17][C:18]([C:20]3[C:24]4[C:25](=[O:31])[NH:26][C:27]([CH3:30])([CH3:29])[CH2:28][C:23]=4[O:22][CH:21]=3)=[O:19])=[CH:11][CH:10]=2)[CH2:5][CH2:4][C@@H:3]2[CH2:6][NH:7][CH2:8][C@H:2]12.[CH2:32]=O.[Na], predict the reaction product. The product is: [CH3:16][O:15][C:13]1[C:12]([NH:17][C:18]([C:20]2[C:24]3[C:25](=[O:31])[NH:26][C:27]([CH3:29])([CH3:30])[CH2:28][C:23]=3[O:22][CH:21]=2)=[O:19])=[CH:11][CH:10]=[C:9]([N:1]2[CH2:5][CH2:4][C@@H:3]3[CH2:6][N:7]([CH3:32])[CH2:8][C@H:2]23)[N:14]=1.